Regression. Given two drug SMILES strings and cell line genomic features, predict the synergy score measuring deviation from expected non-interaction effect. From a dataset of NCI-60 drug combinations with 297,098 pairs across 59 cell lines. Drug 1: CCCS(=O)(=O)NC1=C(C(=C(C=C1)F)C(=O)C2=CNC3=C2C=C(C=N3)C4=CC=C(C=C4)Cl)F. Drug 2: CCC1(CC2CC(C3=C(CCN(C2)C1)C4=CC=CC=C4N3)(C5=C(C=C6C(=C5)C78CCN9C7C(C=CC9)(C(C(C8N6C=O)(C(=O)OC)O)OC(=O)C)CC)OC)C(=O)OC)O.OS(=O)(=O)O. Cell line: RXF 393. Synergy scores: CSS=24.5, Synergy_ZIP=0.163, Synergy_Bliss=3.91, Synergy_Loewe=-8.70, Synergy_HSA=5.64.